This data is from Catalyst prediction with 721,799 reactions and 888 catalyst types from USPTO. The task is: Predict which catalyst facilitates the given reaction. (1) Reactant: [Zn:1].[Br:2]CCBr.Cl[Si](C)(C)C.Br[CH2:12][C:13](=[CH2:33])[CH2:14][O:15][Si:16]([C:29]([CH3:32])([CH3:31])[CH3:30])([C:23]1[CH:28]=[CH:27][CH:26]=[CH:25][CH:24]=1)[C:17]1[CH:22]=[CH:21][CH:20]=[CH:19][CH:18]=1. Product: [Br:2][Zn:1][CH2:33][C:13]([CH2:14][O:15][Si:16]([C:29]([CH3:32])([CH3:31])[CH3:30])([C:23]1[CH:28]=[CH:27][CH:26]=[CH:25][CH:24]=1)[C:17]1[CH:18]=[CH:19][CH:20]=[CH:21][CH:22]=1)=[CH2:12]. The catalyst class is: 1. (2) Product: [CH3:1][O:2][C:3](=[O:32])[CH2:4][O:5][C:6]1[CH:14]=[C:13]2[CH2:15][CH2:16][CH2:17][C:12]2=[C:11]2[C:7]=1[C:8]([C:27](=[O:31])[C:28]([NH2:30])=[O:29])=[C:9]([CH3:26])[N:10]2[CH2:18][C:19]1[CH:24]=[CH:23][CH:22]=[CH:21][C:20]=1[C:33]1[CH:38]=[CH:37][CH:36]=[CH:35][CH:34]=1. The catalyst class is: 77. Reactant: [CH3:1][O:2][C:3](=[O:32])[CH2:4][O:5][C:6]1[CH:14]=[C:13]2[CH2:15][CH2:16][CH2:17][C:12]2=[C:11]2[C:7]=1[C:8]([C:27](=[O:31])[C:28]([NH2:30])=[O:29])=[C:9]([CH3:26])[N:10]2[CH2:18][C:19]1[CH:24]=[CH:23][CH:22]=[CH:21][C:20]=1Br.[C:33]1(B(O)O)[CH:38]=[CH:37][CH:36]=[CH:35][CH:34]=1.C(=O)([O-])[O-].[Cs+].[Cs+]. (3) Reactant: OS(O)(=O)=O.[N+:6]([O-:9])(O)=[O:7].[F:10][C:11]1[CH:16]=[CH:15][CH:14]=[C:13]([F:17])[C:12]=1[C:18](=[O:20])[CH3:19]. Product: [F:10][C:11]1[C:16]([N+:6]([O-:9])=[O:7])=[CH:15][CH:14]=[C:13]([F:17])[C:12]=1[C:18](=[O:20])[CH3:19]. The catalyst class is: 2. (4) Reactant: Br[C:2]1[S:3][CH:4]=[C:5]([CH2:7][O:8][Si:9]([C:12]([CH3:15])([CH3:14])[CH3:13])([CH3:11])[CH3:10])[N:6]=1.C([Li])CCC.[O:21]1[C:25]2([CH2:30][CH2:29][C:28](=[O:31])[CH2:27][CH2:26]2)[O:24][CH2:23][CH2:22]1. Product: [Si:9]([O:8][CH2:7][C:5]1[N:6]=[C:2]([C:28]2([OH:31])[CH2:29][CH2:30][C:25]3([O:24][CH2:23][CH2:22][O:21]3)[CH2:26][CH2:27]2)[S:3][CH:4]=1)([C:12]([CH3:15])([CH3:14])[CH3:13])([CH3:11])[CH3:10]. The catalyst class is: 1. (5) The catalyst class is: 3. Reactant: [Cl:1][C:2]1[CH:3]=[CH:4][C:5]([CH2:8][O:9][C:10]2[CH:15]=[CH:14][N:13]([C:16]3[CH:17]=[N:18][C:19](F)=[CH:20][CH:21]=3)[C:12](=[O:23])[CH:11]=2)=[N:6][CH:7]=1.[CH:24]12[CH2:32][CH2:31][N:30]([C:33]([O:35][C:36]([CH3:39])([CH3:38])[CH3:37])=[O:34])[CH:29]1[CH2:28][CH2:27][CH2:26][NH:25]2.C([O-])([O-])=O.[K+].[K+]. Product: [Cl:1][C:2]1[CH:3]=[CH:4][C:5]([CH2:8][O:9][C:10]2[CH:15]=[CH:14][N:13]([C:16]3[CH:17]=[N:18][C:19]([N:25]4[CH2:26][CH2:27][CH2:28][CH:29]5[CH:24]4[CH2:32][CH2:31][N:30]5[C:33]([O:35][C:36]([CH3:39])([CH3:38])[CH3:37])=[O:34])=[CH:20][CH:21]=3)[C:12](=[O:23])[CH:11]=2)=[N:6][CH:7]=1. (6) Reactant: [NH2:1][C:2]1[C:3]([C:7]2[N:8]([CH2:25][CH3:26])[C:9]3[CH:14]=[C:13]([CH2:15][NH:16][CH3:17])[N:12]=[C:11]([C:18]#[C:19]C(C)(O)C)[C:10]=3[N:24]=2)=[N:4][O:5][N:6]=1.[CH3:27][C:28]([OH:30])=O.CN1CC[O:35][CH2:34][CH2:33]1.[CH3:38]CN=C=NCCCN(C)C.Cl. Product: [NH2:1][C:2]1[C:3]([C:7]2[N:8]([CH2:25][CH3:26])[C:9]3[CH:14]=[C:13]([CH2:15][N:16]([CH3:17])[C:34](=[O:35])[CH3:33])[N:12]=[C:11]([C:18]#[C:19][C:28]([OH:30])([CH3:27])[CH3:38])[C:10]=3[N:24]=2)=[N:4][O:5][N:6]=1. The catalyst class is: 3. (7) Reactant: CC1C=CC(S(O[CH2:12][C@H:13]2[CH2:18][CH2:17][C@@H:16]([O:19][CH2:20][C:21]3[CH:26]=[CH:25][CH:24]=[CH:23][CH:22]=3)[CH2:15][CH2:14]2)(=O)=O)=CC=1.[N-:27]=[N+:28]=[N-:29].[Na+]. Product: [N:27]([CH2:12][C@@H:13]1[CH2:18][CH2:17][C@H:16]([O:19][CH2:20][C:21]2[CH:26]=[CH:25][CH:24]=[CH:23][CH:22]=2)[CH2:15][CH2:14]1)=[N+:28]=[N-:29]. The catalyst class is: 31.